Dataset: Full USPTO retrosynthesis dataset with 1.9M reactions from patents (1976-2016). Task: Predict the reactants needed to synthesize the given product. (1) Given the product [I:11][C:8]1[N:3]([CH:4]=[CH2:5])[N:2]=[N:1][C:7]=1[CH3:6], predict the reactants needed to synthesize it. The reactants are: [NH:1]1[CH:5]=[CH:4][N:3]=[N:2]1.[CH2:6]([Li])[CH2:7][CH2:8]C.[I:11]I. (2) Given the product [N:11]1[CH:12]=[CH:13][CH:14]=[C:9]([NH:8][C:2]2[CH:7]=[CH:6][CH:5]=[CH:4][N:3]=2)[CH:10]=1, predict the reactants needed to synthesize it. The reactants are: Br[C:2]1[CH:7]=[CH:6][CH:5]=[CH:4][N:3]=1.[NH2:8][C:9]1[CH:10]=[N:11][CH:12]=[CH:13][CH:14]=1.C(O[K])(C)(C)C. (3) The reactants are: Br[C:2]1[CH:10]=[CH:9][C:5]([C:6]([OH:8])=[O:7])=[CH:4][CH:3]=1.[C:11]1([CH3:20])[CH:16]=[CH:15][CH:14]=[C:13](B(O)O)[CH:12]=1. Given the product [C:11]1([CH3:20])[CH:16]=[CH:15][CH:14]=[C:13]([C:2]2[CH:10]=[CH:9][C:5]([C:6]([OH:8])=[O:7])=[CH:4][CH:3]=2)[CH:12]=1, predict the reactants needed to synthesize it. (4) Given the product [Br:1][C:2]1[C:7]([O:8][C:9]2[CH:10]=[C:11]([CH:14]=[C:15]([Cl:17])[CH:16]=2)[C:12]#[N:13])=[C:6]([F:18])[C:5]([CH2:19][Br:27])=[CH:4][CH:3]=1, predict the reactants needed to synthesize it. The reactants are: [Br:1][C:2]1[C:7]([O:8][C:9]2[CH:10]=[C:11]([CH:14]=[C:15]([Cl:17])[CH:16]=2)[C:12]#[N:13])=[C:6]([F:18])[C:5]([CH3:19])=[CH:4][CH:3]=1.C1C(=O)N([Br:27])C(=O)C1.CCOC(C)=O.CCCCCC. (5) The reactants are: [Si:1]([O:8][CH2:9][C@@H:10]1[CH:15]=[C:14]([C:16](=[O:20])[N:17]([CH3:19])[CH3:18])[C@H:13](O)[CH2:12][N:11]1[C:22]([O:24][C:25]([CH3:28])([CH3:27])[CH3:26])=[O:23])([C:4]([CH3:7])([CH3:6])[CH3:5])([CH3:3])[CH3:2].[CH2:29]([O:32][NH:33][S:34]([C:37]1[CH:42]=[CH:41][CH:40]=[CH:39][C:38]=1[N+:43]([O-:45])=[O:44])(=[O:36])=[O:35])[CH:30]=[CH2:31].C1(P(C2C=CC=CC=2)C2C=CC=CC=2)C=CC=CC=1.N(/C(OC(C)C)=O)=N\C(OC(C)C)=O. Given the product [CH2:29]([O:32][N:33]([C@H:13]1[CH2:12][N:11]([C:22]([O:24][C:25]([CH3:28])([CH3:27])[CH3:26])=[O:23])[C@H:10]([CH2:9][O:8][Si:1]([C:4]([CH3:6])([CH3:7])[CH3:5])([CH3:3])[CH3:2])[CH:15]=[C:14]1[C:16](=[O:20])[N:17]([CH3:19])[CH3:18])[S:34]([C:37]1[CH:42]=[CH:41][CH:40]=[CH:39][C:38]=1[N+:43]([O-:45])=[O:44])(=[O:36])=[O:35])[CH:30]=[CH2:31], predict the reactants needed to synthesize it. (6) Given the product [NH2:5][CH:9]1[CH2:14][CH2:13][N:12]([CH2:15][CH:16]2[C:26]3=[C:27]4[C:22](=[CH:23][CH:24]=[C:25]3[C:28]#[N:29])[CH:21]=[CH:20][C:19](=[O:30])[N:18]4[CH2:17]2)[CH2:11][CH2:10]1, predict the reactants needed to synthesize it. The reactants are: CC([N:5]([CH:9]1[CH2:14][CH2:13][N:12]([CH2:15][CH:16]2[C:26]3=[C:27]4[C:22](=[CH:23][CH:24]=[C:25]3[C:28]#[N:29])[CH:21]=[CH:20][C:19](=[O:30])[N:18]4[CH2:17]2)[CH2:11][CH2:10]1)C(=O)[O-])(C)C.C(O)(C(F)(F)F)=O.CC[NH+](CC)CC.CC[NH+](CC)CC.C([O-])([O-])=O.